From a dataset of Full USPTO retrosynthesis dataset with 1.9M reactions from patents (1976-2016). Predict the reactants needed to synthesize the given product. (1) Given the product [C:1]([C:5]1[CH:6]=[CH:7][C:8]([CH2:9][N:10]2[C:14](=[O:15])[N:13]([CH2:16][CH3:17])[C:12]([CH2:18][CH2:19][CH2:20][C:21]3[CH:22]=[CH:23][C:24]([C:72]4[CH:73]=[CH:68][CH:69]=[C:70]([CH:74]=[CH:75][C:76]([OH:78])=[O:77])[CH:71]=4)=[CH:25][CH:26]=3)=[N:11]2)=[CH:36][CH:37]=1)([CH3:4])([CH3:2])[CH3:3], predict the reactants needed to synthesize it. The reactants are: [C:1]([C:5]1[CH:37]=[CH:36][C:8]([CH2:9][N:10]2[C:14](=[O:15])[N:13]([CH2:16][CH3:17])[C:12]([CH2:18][CH2:19][CH2:20][C:21]3[CH:26]=[CH:25][C:24](B4OC(C)(C)C(C)(C)O4)=[CH:23][CH:22]=3)=[N:11]2)=[CH:7][CH:6]=1)([CH3:4])([CH3:3])[CH3:2].C1(P(C2CCCCC2)C2C=CC=CC=2C2C(OC)=CC=CC=2OC)CCCCC1.Br[C:68]1[CH:69]=[C:70](/[CH:74]=[CH:75]/[C:76]([OH:78])=[O:77])[CH:71]=[CH:72][CH:73]=1.P([O-])([O-])([O-])=O.[K+].[K+].[K+]. (2) Given the product [CH3:1][N:2]1[C@H:18]2[CH2:19][C:7]3[CH:8]=[CH:9][C:10]([OH:22])=[C:11]4[O:12][C@H:13]5[C:14]([CH:15]=[CH:16][C@:17]2([OH:25])[C@:5]5([C:6]=34)[CH2:4][CH2:3]1)=[O:20], predict the reactants needed to synthesize it. The reactants are: [CH3:1][N:2]1[C@@H:18]2[CH2:19][C:7]3[CH:8]=[CH:9][C:10]([OH:22])=[C:11]4[O:12][C@H:13]5[C:14]([O:20]C)=[CH:15][CH:16]=[C:17]2[C@:5]5([C:6]=34)[CH2:4][CH2:3]1.C(OO)(=[O:25])C. (3) Given the product [NH2:12][C:10]1[CH:9]=[N:8][N:7]([CH2:6][C:5]([NH:4][CH:1]([CH3:3])[CH3:2])=[O:15])[CH:11]=1, predict the reactants needed to synthesize it. The reactants are: [CH:1]([NH:4][C:5](=[O:15])[CH2:6][N:7]1[CH:11]=[C:10]([N+:12]([O-])=O)[CH:9]=[N:8]1)([CH3:3])[CH3:2].